Dataset: Forward reaction prediction with 1.9M reactions from USPTO patents (1976-2016). Task: Predict the product of the given reaction. Given the reactants [C:1](=[O:41])([O:3][C@@H:4]1[C@@H:5]([O:39][CH3:40])[CH:6]=[CH:7][CH:8]=[C:9]([CH3:38])[C:10](=[O:37])[NH:11][C:12]2[C:31](=[O:32])[C:16]([CH2:17][C@@H:18]([CH3:30])[CH2:19][C@H:20]([O:28][CH3:29])[C@H:21]([OH:27])[C@@H:22]([CH3:26])[CH:23]=[C:24]1[CH3:25])=[C:15]([O:33][CH3:34])[C:14](=[O:35])[C:13]=2I)[NH2:2].[C:42]1([As](C2C=CC=CC=2)C2C=CC=CC=2)C=CC=C[CH:43]=1.C([Sn](C=C)(C=C)C=C)=C, predict the reaction product. The product is: [C:1](=[O:41])([O:3][C@@H:4]1[C@@H:5]([O:39][CH3:40])[CH:6]=[CH:7][CH:8]=[C:9]([CH3:38])[C:10](=[O:37])[NH:11][C:12]2[C:31](=[O:32])[C:16]([CH2:17][C@@H:18]([CH3:30])[CH2:19][C@H:20]([O:28][CH3:29])[C@H:21]([OH:27])[C@@H:22]([CH3:26])[CH:23]=[C:24]1[CH3:25])=[C:15]([O:33][CH3:34])[C:14](=[O:35])[C:13]=2[CH:42]=[CH2:43])[NH2:2].